This data is from Full USPTO retrosynthesis dataset with 1.9M reactions from patents (1976-2016). The task is: Predict the reactants needed to synthesize the given product. (1) Given the product [Br:1][C:2]1[C:3]([NH:9][CH:10]2[CH2:15][CH2:14][N:13]([C:16]([O:18][CH2:19][CH3:20])=[O:17])[CH2:12][CH2:11]2)=[N:4][C:5]([NH:21][CH2:22][C:23]2[CH:28]=[CH:27][CH:26]=[CH:25][N:24]=2)=[N:6][CH:7]=1, predict the reactants needed to synthesize it. The reactants are: [Br:1][C:2]1[C:3]([NH:9][CH:10]2[CH2:15][CH2:14][N:13]([C:16]([O:18][CH2:19][CH3:20])=[O:17])[CH2:12][CH2:11]2)=[N:4][C:5](Cl)=[N:6][CH:7]=1.[NH2:21][CH2:22][C:23]1[CH:28]=[CH:27][CH:26]=[CH:25][N:24]=1. (2) Given the product [CH3:2][N:3]([CH3:4])[S:15]([C:18]1[CH:19]=[C:20]([C:24]2[C:33]([CH3:34])([CH3:35])[CH2:32][C:31]3[C:26](=[CH:27][CH:28]=[C:29]([C:36]([O:38][CH3:39])=[O:37])[CH:30]=3)[N:25]=2)[CH:21]=[CH:22][CH:23]=1)(=[O:16])=[O:17], predict the reactants needed to synthesize it. The reactants are: Cl.[CH3:2][NH:3][CH3:4].C(N(CC)C(C)C)(C)C.Cl[S:15]([C:18]1[CH:19]=[C:20]([C:24]2[C:33]([CH3:35])([CH3:34])[CH2:32][C:31]3[C:26](=[CH:27][CH:28]=[C:29]([C:36]([O:38][CH3:39])=[O:37])[CH:30]=3)[N:25]=2)[CH:21]=[CH:22][CH:23]=1)(=[O:17])=[O:16].